Dataset: Forward reaction prediction with 1.9M reactions from USPTO patents (1976-2016). Task: Predict the product of the given reaction. Given the reactants [CH:1]1([NH:7][C:8](=[C:11]([C:14]#[N:15])[C:12]#[N:13])SC)[CH2:6][CH2:5][CH2:4][CH2:3][CH2:2]1.O.[NH2:17][NH2:18], predict the reaction product. The product is: [NH2:13][C:12]1[NH:18][N:17]=[C:8]([NH:7][CH:1]2[CH2:6][CH2:5][CH2:4][CH2:3][CH2:2]2)[C:11]=1[C:14]#[N:15].